Dataset: Catalyst prediction with 721,799 reactions and 888 catalyst types from USPTO. Task: Predict which catalyst facilitates the given reaction. Reactant: [CH2:1]([O:8][CH2:9][C:10]1([C:22]([OH:24])=O)[CH2:14][CH2:13][CH2:12][N:11]1[C:15]([O:17][C:18]([CH3:21])([CH3:20])[CH3:19])=[O:16])[C:2]1[CH:7]=[CH:6][CH:5]=[CH:4][CH:3]=1.[NH2:25][CH:26]([CH:31]([OH:33])[CH3:32])[C:27]([O:29][CH3:30])=[O:28].CCN=C=NCCCN(C)C.Cl.C1C=CC2N(O)N=NC=2C=1.CCN(C(C)C)C(C)C. Product: [CH2:1]([O:8][CH2:9][C:10]1([C:22](=[O:24])[NH:25][C@@H:26]([C@H:31]([OH:33])[CH3:32])[C:27]([O:29][CH3:30])=[O:28])[CH2:14][CH2:13][CH2:12][N:11]1[C:15]([O:17][C:18]([CH3:20])([CH3:21])[CH3:19])=[O:16])[C:2]1[CH:7]=[CH:6][CH:5]=[CH:4][CH:3]=1. The catalyst class is: 2.